Predict the reaction yield, written as a fraction of the theoretical maximum amount of product (1.0 means a 100% yield; for example, 0.34 means a 34% yield). From a dataset of Reaction yield outcomes from USPTO patents with 853,638 reactions. (1) The reactants are Cl[C:2]1[CH:7]=[C:6]([Cl:8])[N:5]=[CH:4][N:3]=1.[NH2:9][C:10]1[CH:11]=[C:12]([CH:17]=[CH:18][C:19]=1[CH3:20])[C:13]([NH:15][CH3:16])=[O:14].CCN(C(C)C)C(C)C. The catalyst is O1CCOCC1. The product is [Cl:8][C:6]1[N:5]=[CH:4][N:3]=[C:2]([NH:9][C:10]2[CH:11]=[C:12]([CH:17]=[CH:18][C:19]=2[CH3:20])[C:13]([NH:15][CH3:16])=[O:14])[CH:7]=1. The yield is 0.430. (2) The reactants are [NH2:1][C:2]1[CH:3]=[C:4]([CH:8]=[CH:9][CH:10]=1)[C:5]([OH:7])=O.CN(C(O[N:19]1N=NC2C=[CH:23][CH:24]=[CH:25][C:20]1=2)=[N+](C)C)C.F[P-](F)(F)(F)(F)F.CCN(C(C)C)C(C)C.N1CCCC1. The catalyst is CN(C=O)C. The product is [NH2:1][C:2]1[CH:3]=[C:4]([C:5]([N:19]2[CH2:20][CH2:25][CH2:24][CH2:23]2)=[O:7])[CH:8]=[CH:9][CH:10]=1. The yield is 0.600. (3) The reactants are [CH3:1][O:2][C:3]([C:5]1[S:6][C:7]([CH:35]2[CH2:40][CH2:39][C:38]([CH3:42])([CH3:41])[CH2:37][CH2:36]2)=[CH:8][C:9]=1[N:10]([C:26]([C@H:28]1[CH2:33][CH2:32][C@H:31]([CH3:34])[CH2:30][CH2:29]1)=[O:27])[C@H:11]1[CH2:16][CH2:15][C@H:14]([N:17]2[CH:21]=[C:20]([Si](C)(C)C)[N:19]=[N:18]2)[CH2:13][CH2:12]1)=[O:4].CCCC[N+](CCCC)(CCCC)CCCC.[F-].O.[Cl-].[NH4+]. The catalyst is C1COCC1. The product is [CH3:1][O:2][C:3]([C:5]1[S:6][C:7]([CH:35]2[CH2:36][CH2:37][C:38]([CH3:41])([CH3:42])[CH2:39][CH2:40]2)=[CH:8][C:9]=1[N:10]([C:26]([C@H:28]1[CH2:33][CH2:32][C@H:31]([CH3:34])[CH2:30][CH2:29]1)=[O:27])[C@H:11]1[CH2:12][CH2:13][C@H:14]([N:17]2[CH:21]=[CH:20][N:19]=[N:18]2)[CH2:15][CH2:16]1)=[O:4]. The yield is 0.550. (4) The reactants are FC(F)(F)S(O[C:7]1[C:24]2[C:23]3[C:18](=[CH:19][CH:20]=[CH:21][CH:22]=3)[C:17]3[C:12](=[CH:13][CH:14]=[CH:15][CH:16]=3)[C:11]=2[CH:10]=[CH:9][CH:8]=1)(=O)=O.[B:27]1(B2OC(C)(C)C(C)(C)O2)[O:31]C(C)(C)C(C)(C)[O:28]1.C([O-])(=O)C.[K+].O1CCOCC1. The catalyst is C1(P(C2C=CC=CC=2)[C-]2C=CC=C2)C=CC=CC=1.[C-]1(P(C2C=CC=CC=2)C2C=CC=CC=2)C=CC=C1.[Fe+2].O. The product is [CH:7]1[C:24]2[C:23]3[C:18](=[CH:19][CH:20]=[CH:21][CH:22]=3)[C:17]3[C:12](=[CH:13][CH:14]=[CH:15][CH:16]=3)[C:11]=2[CH:10]=[CH:9][C:8]=1[B:27]([OH:31])[OH:28]. The yield is 0.400. (5) The reactants are [CH:1]1([O:6][C:7]2[CH:8]=[C:9]([CH:15]([N:20]3[C:28](=[O:29])[C:27]4[C:22](=[CH:23][CH:24]=[CH:25][C:26]=4[NH2:30])C3=O)[CH2:16][C:17](=[O:19])[CH3:18])[CH:10]=[CH:11][C:12]=2[O:13][CH3:14])[CH2:5][CH2:4][CH2:3][CH2:2]1.[CH3:32]OC1CCC(OC)O1.[C:41]([OH:44])(=O)[CH3:42].Cl[CH2:46][CH2:47]Cl. The catalyst is C(Cl)Cl. The product is [CH:1]1([O:6][C:7]2[CH:8]=[C:9]([CH:15]([N:20]3[C:41](=[O:44])[C:42]4[C:27](=[CH:22][CH:23]=[CH:24][C:25]=4[C:26]4[NH:30][CH:32]=[CH:46][CH:47]=4)[C:28]3=[O:29])[CH2:16][C:17](=[O:19])[CH3:18])[CH:10]=[CH:11][C:12]=2[O:13][CH3:14])[CH2:2][CH2:3][CH2:4][CH2:5]1. The yield is 0.910. (6) The product is [CH:1]([N:4]1[CH2:9][CH2:8][N:7]([C:10]([C:12]2[N:13]=[C:14]([CH2:17][N:32]3[CH2:30][CH2:28][CH2:27][CH2:36][CH2:37]3)[S:15][CH:16]=2)=[O:11])[CH2:6][CH2:5]1)([CH3:3])[CH3:2]. The yield is 0.410. The reactants are [CH:1]([N:4]1[CH2:9][CH2:8][N:7]([C:10]([C:12]2[N:13]=[C:14]([CH2:17]OS(C)(=O)=O)[S:15][CH:16]=2)=[O:11])[CH2:6][CH2:5]1)([CH3:3])[CH3:2].OCC1S[CH:27]=[C:28]([C:30]([N:32]2[CH2:37][CH2:36]N(C(C)C)CC2)=O)N=1.CS(Cl)(=O)=O. The catalyst is C(Cl)Cl.